This data is from Reaction yield outcomes from USPTO patents with 853,638 reactions. The task is: Predict the reaction yield, written as a fraction of the theoretical maximum amount of product (1.0 means a 100% yield; for example, 0.34 means a 34% yield). The reactants are CC1(C)CCCC(C)(C)N1.C([Li])CCC.[N:16]1[CH:21]=[CH:20][CH:19]=[CH:18][C:17]=1[C:22]([OH:24])=[O:23].[I:25]I. The catalyst is C1COCC1.O. The product is [I:25][C:18]1[C:17]([C:22]([OH:24])=[O:23])=[N:16][CH:21]=[CH:20][CH:19]=1. The yield is 0.410.